This data is from Peptide-MHC class II binding affinity with 134,281 pairs from IEDB. The task is: Regression. Given a peptide amino acid sequence and an MHC pseudo amino acid sequence, predict their binding affinity value. This is MHC class II binding data. (1) The peptide sequence is GGTVIRNPLSRNSTH. The MHC is DRB1_0701 with pseudo-sequence DRB1_0701. The binding affinity (normalized) is 0.245. (2) The peptide sequence is DKSYFTNAALRNLCF. The MHC is DRB1_0101 with pseudo-sequence DRB1_0101. The binding affinity (normalized) is 0.663. (3) The peptide sequence is IPFVHLGHRDALEDD. The MHC is HLA-DQA10102-DQB10602 with pseudo-sequence HLA-DQA10102-DQB10602. The binding affinity (normalized) is 0.0761. (4) The peptide sequence is EQISVLRKAFDAFDR. The MHC is DRB5_0101 with pseudo-sequence DRB5_0101. The binding affinity (normalized) is 0.446. (5) The peptide sequence is VIIHGLHLYGCSTSV. The MHC is DRB1_0101 with pseudo-sequence DRB1_0101. The binding affinity (normalized) is 0.529. (6) The peptide sequence is RDLLLIVTRIVELLGR. The MHC is DRB1_0401 with pseudo-sequence DRB1_0401. The binding affinity (normalized) is 0.276. (7) The peptide sequence is NVQSLGWNIITFKDK. The MHC is DRB1_0301 with pseudo-sequence DRB1_0301. The binding affinity (normalized) is 0.453. (8) The peptide sequence is SKAALTSKLDAAYKL. The MHC is HLA-DQA10104-DQB10503 with pseudo-sequence HLA-DQA10104-DQB10503. The binding affinity (normalized) is 0.551. (9) The peptide sequence is PPHAATIRVLALGNQ. The MHC is DRB3_0101 with pseudo-sequence DRB3_0101. The binding affinity (normalized) is 0.243.